From a dataset of Reaction yield outcomes from USPTO patents with 853,638 reactions. Predict the reaction yield, written as a fraction of the theoretical maximum amount of product (1.0 means a 100% yield; for example, 0.34 means a 34% yield). (1) The product is [OH:10][C@H:6]([CH:7]([CH3:9])[CH3:8])[C@H:2]([N:1]([C:48]1[CH:47]=[CH:46][C:45]([C:39]2[CH:40]=[CH:41][CH:42]=[CH:43][CH:44]=2)=[CH:50][CH:49]=1)[C:16]([O:17][CH3:18])=[O:37])[C:3]([OH:5])=[O:4]. The catalyst is O.C1COCC1. The yield is 0.520. The reactants are [NH2:1][C@@H:2]([C@H:6]([OH:10])[CH:7]([CH3:9])[CH3:8])[C:3]([OH:5])=[O:4].C([O-])(O)=O.[Na+].[C:16](=O)([O-:37])[O:17][C:18]1C(C)=C(C2C=CC(C3C=CC=CC=3)=CC=2)C=CN=1.[C:39]1([C:45]2[CH:50]=[CH:49][C:48](C3C=CN(C([O-])=O)C(=O)C=3C)=[CH:47][CH:46]=2)[CH:44]=[CH:43][CH:42]=[CH:41][CH:40]=1. (2) The reactants are [Br:1][C:2]1[CH:7]=[CH:6][C:5]([NH2:8])=[C:4]([F:9])[CH:3]=1.C[Si]([N-][Si](C)(C)C)(C)C.[Li+].Cl[C:21]1[N:22]([CH3:33])[C:23](=[O:32])[C:24]([CH3:31])=[CH:25][C:26]=1[C:27]([O:29][CH3:30])=[O:28]. The catalyst is C1COCC1. The product is [Br:1][C:2]1[CH:7]=[CH:6][C:5]([NH:8][C:21]2[N:22]([CH3:33])[C:23](=[O:32])[C:24]([CH3:31])=[CH:25][C:26]=2[C:27]([O:29][CH3:30])=[O:28])=[C:4]([F:9])[CH:3]=1. The yield is 0.840. (3) The reactants are [N+:1]([C:4]1[CH:9]=[CH:8][C:7](B(O)O)=[CH:6][CH:5]=1)([O-:3])=[O:2].[S:13]1[CH2:18][CH:17]=[C:16](OS(C(F)(F)F)(=O)=O)[CH2:15][CH2:14]1.[Cl-].[Li+].C([O-])([O-])=O.[Na+].[Na+]. The catalyst is O1CCOCC1.C1C=CC([P]([Pd]([P](C2C=CC=CC=2)(C2C=CC=CC=2)C2C=CC=CC=2)([P](C2C=CC=CC=2)(C2C=CC=CC=2)C2C=CC=CC=2)[P](C2C=CC=CC=2)(C2C=CC=CC=2)C2C=CC=CC=2)(C2C=CC=CC=2)C2C=CC=CC=2)=CC=1.CCOC(C)=O. The product is [N+:1]([C:4]1[CH:9]=[CH:8][C:7]([C:16]2[CH2:17][CH2:18][S:13][CH2:14][CH:15]=2)=[CH:6][CH:5]=1)([O-:3])=[O:2]. The yield is 0.850. (4) The reactants are [CH2:1]([N:8]1[C:16]2[C:15]3=[N:17][C@H:18]([CH2:20][C:21]4[CH:26]=[CH:25][CH:24]=[CH:23][CH:22]=4)[CH2:19][N:14]3[C:13](=[O:27])[N:12]([CH2:28][CH2:29][CH3:30])[C:11]=2[N:10]=[C:9]1Br)[C:2]1[CH:7]=[CH:6][CH:5]=[CH:4][CH:3]=1.C(=O)([O-])[O-].[K+].[K+].[NH:38]1[CH2:42][CH2:41][CH2:40][CH2:39]1.O. The catalyst is CN(C)C=O. The product is [CH2:1]([N:8]1[C:16]2[C:15]3=[N:17][C@H:18]([CH2:20][C:21]4[CH:26]=[CH:25][CH:24]=[CH:23][CH:22]=4)[CH2:19][N:14]3[C:13](=[O:27])[N:12]([CH2:28][CH2:29][CH3:30])[C:11]=2[N:10]=[C:9]1[N:38]1[CH2:42][CH2:41][CH2:40][CH2:39]1)[C:2]1[CH:7]=[CH:6][CH:5]=[CH:4][CH:3]=1. The yield is 0.950. (5) The reactants are [C:1](=O)([O-])[O-].[Cs+].[Cs+].CB(O)O.ClCCl.[CH:14]([O:17][C:18]([N:20]1[CH2:26][CH2:25][CH2:24][C:23](=[O:27])[C:22]2[CH:28]=[CH:29][C:30](Br)=[C:31]([CH3:32])[C:21]1=2)=[O:19])([CH3:16])[CH3:15]. The catalyst is O1CCOCC1. The product is [CH:14]([O:17][C:18]([N:20]1[CH2:26][CH2:25][CH2:24][C:23](=[O:27])[C:22]2[CH:28]=[CH:29][C:30]([CH3:1])=[C:31]([CH3:32])[C:21]1=2)=[O:19])([CH3:16])[CH3:15]. The yield is 0.870. (6) The reactants are [H-].[Na+].[F:3][C:4]1[CH:9]=[CH:8][C:7]([C:10]([OH:13])([CH3:12])[CH3:11])=[CH:6][CH:5]=1.[CH2:14](Br)[CH:15]=[CH2:16]. The catalyst is O1CCCC1. The product is [CH2:16]([O:13][C:10]([C:7]1[CH:6]=[CH:5][C:4]([F:3])=[CH:9][CH:8]=1)([CH3:11])[CH3:12])[CH:15]=[CH2:14]. The yield is 0.600. (7) The reactants are O1CCCC1.[Si]([O:13][C:14]1[CH:19]=[CH:18][C:17]([N:20]2[C:24]3[CH:25]=[C:26]([C:29]#[N:30])[CH:27]=[CH:28][C:23]=3[N:22]=[CH:21]2)=[CH:16][CH:15]=1)(C(C)(C)C)(C)C.[F-].C([N+](CCCC)(CCCC)CCCC)CCC.O1CCCC1. The catalyst is O. The product is [OH:13][C:14]1[CH:15]=[CH:16][C:17]([N:20]2[C:24]3[CH:25]=[C:26]([C:29]#[N:30])[CH:27]=[CH:28][C:23]=3[N:22]=[CH:21]2)=[CH:18][CH:19]=1. The yield is 0.960. (8) The reactants are [Br:1][C:2]1[CH:7]=[CH:6][C:5]([CH2:8][C:9]([O:11][CH3:12])=[O:10])=[CH:4][CH:3]=1.[H-].[Na+].Br[CH2:16][CH2:17][CH:18]=[CH2:19]. The catalyst is CN(C=O)C. The product is [Br:1][C:2]1[CH:3]=[CH:4][C:5]([CH:8]([CH2:19][CH2:18][CH:17]=[CH2:16])[C:9]([O:11][CH3:12])=[O:10])=[CH:6][CH:7]=1. The yield is 0.890. (9) The reactants are [C:1]([C:5]1[CH:14]=[C:13]2[C:8]([CH:9]=[CH:10][C:11]([O:15][CH3:16])=[CH:12]2)=[CH:7][CH:6]=1)#[C:2][CH2:3][CH3:4].CCCCCC. The catalyst is C1(C)C=CC=CC=1.[Pd]. The product is [CH2:1]([C:5]1[CH:14]=[C:13]2[C:8]([CH:9]=[CH:10][C:11]([O:15][CH3:16])=[CH:12]2)=[CH:7][CH:6]=1)[CH2:2][CH2:3][CH3:4]. The yield is 0.970.